Dataset: NCI-60 drug combinations with 297,098 pairs across 59 cell lines. Task: Regression. Given two drug SMILES strings and cell line genomic features, predict the synergy score measuring deviation from expected non-interaction effect. (1) Drug 1: CS(=O)(=O)C1=CC(=C(C=C1)C(=O)NC2=CC(=C(C=C2)Cl)C3=CC=CC=N3)Cl. Drug 2: CC1C(C(CC(O1)OC2CC(OC(C2O)C)OC3=CC4=CC5=C(C(=O)C(C(C5)C(C(=O)C(C(C)O)O)OC)OC6CC(C(C(O6)C)O)OC7CC(C(C(O7)C)O)OC8CC(C(C(O8)C)O)(C)O)C(=C4C(=C3C)O)O)O)O. Cell line: BT-549. Synergy scores: CSS=13.1, Synergy_ZIP=31.4, Synergy_Bliss=30.8, Synergy_Loewe=29.9, Synergy_HSA=29.6. (2) Drug 1: C1=NC(=NC(=O)N1C2C(C(C(O2)CO)O)O)N. Drug 2: CCC1(C2=C(COC1=O)C(=O)N3CC4=CC5=C(C=CC(=C5CN(C)C)O)N=C4C3=C2)O.Cl. Cell line: A498. Synergy scores: CSS=17.3, Synergy_ZIP=-7.83, Synergy_Bliss=-0.450, Synergy_Loewe=-19.5, Synergy_HSA=-4.18.